From a dataset of Reaction yield outcomes from USPTO patents with 853,638 reactions. Predict the reaction yield, written as a fraction of the theoretical maximum amount of product (1.0 means a 100% yield; for example, 0.34 means a 34% yield). (1) The reactants are [Cl:1][C:2]1[CH:7]=[CH:6][N:5]=[C:4]2[NH:8][C:9](=[O:11])[CH2:10][C:3]=12.[N:12]1([CH2:18][CH2:19][NH:20][C:21]([C:23]2[NH:24][C:25]([CH:29]=O)=[C:26]([CH3:28])[CH:27]=2)=[O:22])[CH2:17][CH2:16][O:15][CH2:14][CH2:13]1.N1CCCCC1. The catalyst is C(O)C. The product is [N:12]1([CH2:18][CH2:19][NH:20][C:21]([C:23]2[NH:24][C:25]([CH:29]=[C:10]3[C:3]4[C:4](=[N:5][CH:6]=[CH:7][C:2]=4[Cl:1])[NH:8][C:9]3=[O:11])=[C:26]([CH3:28])[CH:27]=2)=[O:22])[CH2:13][CH2:14][O:15][CH2:16][CH2:17]1. The yield is 0.920. (2) The reactants are [C:1]12([NH2:11])[CH2:10][CH:5]3[CH2:6][CH:7]([CH2:9][CH:3]([CH2:4]3)[CH2:2]1)[CH2:8]2.Cl[CH2:13][C:14]1[O:15][C:16]([C:19]([F:22])([F:21])[F:20])=[N:17][N:18]=1. No catalyst specified. The product is [F:20][C:19]([F:22])([F:21])[C:16]1[O:15][C:14]([CH2:13][NH:11][C:1]23[CH2:8][CH:7]4[CH2:6][CH:5]([CH2:4][CH:3]([CH2:9]4)[CH2:2]2)[CH2:10]3)=[N:18][N:17]=1. The yield is 0.830. (3) The reactants are [C:1]1([CH:7]2[C:16]3[C:11]4=[C:12]([CH:18]([C:21]5[CH:26]=[CH:25][CH:24]=[CH:23][CH:22]=5)[CH2:19][CH2:20][N:10]4[CH2:9][CH2:8]2)[CH:13]=[C:14]([NH2:17])[CH:15]=3)[CH:6]=[CH:5][CH:4]=[CH:3][CH:2]=1.[CH2:27]([N:29]=[C:30]=[O:31])[CH3:28]. The catalyst is ClCCl. The product is [C:21]1([CH:18]2[C:12]3[C:11]4=[C:16]([CH:7]([C:1]5[CH:2]=[CH:3][CH:4]=[CH:5][CH:6]=5)[CH2:8][CH2:9][N:10]4[CH2:20][CH2:19]2)[CH:15]=[C:14]([NH:17][C:30]([NH:29][CH2:27][CH3:28])=[O:31])[CH:13]=3)[CH:26]=[CH:25][CH:24]=[CH:23][CH:22]=1. The yield is 0.970.